From a dataset of Forward reaction prediction with 1.9M reactions from USPTO patents (1976-2016). Predict the product of the given reaction. (1) Given the reactants [O:1]1[C:6]2[CH:7]=[CH:8][C:9]([C:11]3[N:15]([CH3:16])[N:14]=[C:13]([CH3:17])[C:12]=3[CH:18]([OH:23])[C:19]([O:21][CH3:22])=[O:20])=[CH:10][C:5]=2[CH2:4][CH2:3][CH2:2]1.Cl(O)(=O)(=O)=O.C(=O)([O-])[O-].[Na+].[Na+], predict the reaction product. The product is: [C:5]([O:23][CH:18]([C:12]1[C:13]([CH3:17])=[N:14][N:15]([CH3:16])[C:11]=1[C:9]1[CH:8]=[CH:7][C:6]2[O:1][CH2:2][CH2:3][CH2:4][C:5]=2[CH:10]=1)[C:19]([O:21][CH3:22])=[O:20])([CH3:10])([CH3:6])[CH3:4]. (2) The product is: [CH3:43][C:31]([O:33][C:34]1[CH:35]=[CH:36][C:37]([C:38]([O:1][CH2:2][C:3]2[N:7]([CH2:8][CH2:9][CH2:10][CH2:11][CH2:12][CH2:13][CH2:14][CH3:15])[C:6](=[O:16])[N:5]([CH2:17][C:18]3[CH:23]=[CH:22][C:21]([CH3:24])=[CH:20][CH:19]=3)[N:4]=2)=[O:39])=[CH:41][CH:42]=1)([CH3:32])[C:30]([O-:44])=[O:29].[Na+:53]. Given the reactants [OH:1][CH2:2][C:3]1[N:7]([CH2:8][CH2:9][CH2:10][CH2:11][CH2:12][CH2:13][CH2:14][CH3:15])[C:6](=[O:16])[N:5]([CH2:17][C:18]2[CH:23]=[CH:22][C:21]([CH3:24])=[CH:20][CH:19]=2)[N:4]=1.C([O:29][C:30](=[O:44])[C:31]([CH3:43])([O:33][C:34]1[CH:42]=[CH:41][C:37]([C:38](O)=[O:39])=[CH:36][CH:35]=1)[CH3:32])(C)(C)C.C(Cl)CCl.C([O-])(O)=O.[Na+:53], predict the reaction product.